Dataset: NCI-60 drug combinations with 297,098 pairs across 59 cell lines. Task: Regression. Given two drug SMILES strings and cell line genomic features, predict the synergy score measuring deviation from expected non-interaction effect. Drug 1: C1C(C(OC1N2C=NC3=C(N=C(N=C32)Cl)N)CO)O. Drug 2: CCCCCOC(=O)NC1=NC(=O)N(C=C1F)C2C(C(C(O2)C)O)O. Cell line: LOX IMVI. Synergy scores: CSS=13.3, Synergy_ZIP=-2.79, Synergy_Bliss=1.63, Synergy_Loewe=-3.22, Synergy_HSA=-0.747.